From a dataset of Forward reaction prediction with 1.9M reactions from USPTO patents (1976-2016). Predict the product of the given reaction. (1) Given the reactants CC1C=C2C(N=CC=C2)=C2C=1C=CC=N2.C([O-])([O-])=O.[Cs+].[Cs+].I[C:23]1[CH:28]=[CH:27][C:26]([O:29][CH3:30])=[CH:25][CH:24]=1.[CH:31]1([OH:36])[CH2:35][CH2:34][CH2:33][CH2:32]1, predict the reaction product. The product is: [CH:31]1([O:36][C:23]2[CH:28]=[CH:27][C:26]([O:29][CH3:30])=[CH:25][CH:24]=2)[CH2:35][CH2:34][CH2:33][CH2:32]1. (2) Given the reactants Br[C:2]1[CH:10]=[C:9]2[C:5]([C:6]3([CH2:16][CH2:15][CH:14]([O:17][CH2:18][CH2:19][N:20]4[CH2:25][CH2:24][O:23][CH2:22][CH2:21]4)[CH2:13][CH2:12]3)[C:7](=[O:11])[NH:8]2)=[CH:4][CH:3]=1.[CH:26]1([NH:29][C:30](=[O:47])[C:31]2[CH:36]=[CH:35][C:34]([CH3:37])=[C:33](B3OC(C)(C)C(C)(C)O3)[CH:32]=2)[CH2:28][CH2:27]1, predict the reaction product. The product is: [CH:26]1([NH:29][C:30](=[O:47])[C:31]2[CH:36]=[CH:35][C:34]([CH3:37])=[C:33]([C:2]3[CH:10]=[C:9]4[C:5]([C:6]5([CH2:12][CH2:13][CH:14]([O:17][CH2:18][CH2:19][N:20]6[CH2:21][CH2:22][O:23][CH2:24][CH2:25]6)[CH2:15][CH2:16]5)[C:7](=[O:11])[NH:8]4)=[CH:4][CH:3]=3)[CH:32]=2)[CH2:27][CH2:28]1. (3) Given the reactants [F:1][C:2]1[CH:22]=[CH:21][CH:20]=[C:19]([F:23])[C:3]=1[O:4][C:5]1[CH2:9][N:8]([C@@H:10]([CH2:14][CH:15]([CH3:17])[CH3:16])[C:11]([OH:13])=O)[C:7](=[O:18])[CH:6]=1.F[P-](F)(F)(F)(F)F.Br[P+](N1CCCC1)(N1CCCC1)N1CCCC1.C(N(CC)C(C)C)(C)C.[CH3:57][O:58][C:59](=[O:67])[C:60]1[CH:65]=[CH:64][C:63]([NH2:66])=[N:62][CH:61]=1, predict the reaction product. The product is: [CH3:57][O:58][C:59](=[O:67])[C:60]1[CH:65]=[CH:64][C:63]([NH:66][C:11](=[O:13])[C@@H:10]([N:8]2[CH2:9][C:5]([O:4][C:3]3[C:19]([F:23])=[CH:20][CH:21]=[CH:22][C:2]=3[F:1])=[CH:6][C:7]2=[O:18])[CH2:14][CH:15]([CH3:17])[CH3:16])=[N:62][CH:61]=1. (4) Given the reactants [Cl:1][C:2]1[CH:7]=[CH:6][C:5]([C:8]([C:37]2[CH:42]=[CH:41][C:40]([Cl:43])=[CH:39][CH:38]=2)([OH:36])[CH2:9][NH:10][C:11]2[N:19]=[C:18](Cl)[N:17]=[C:16]3[C:12]=2[N:13]=[CH:14][N:15]3[C@@H:21]2[CH2:25][C@H:24]([NH:26][C:27]([CH2:29][O:30][C:31](=[O:33])[CH3:32])=[O:28])[C@@H:23]([OH:34])[C@H:22]2[OH:35])=[CH:4][CH:3]=1.[C:44]([NH:51][C@@H:52]1[CH2:56][CH2:55][NH:54][CH2:53]1)([O:46][C:47]([CH3:50])([CH3:49])[CH3:48])=[O:45].[I-].[Na+], predict the reaction product. The product is: [Cl:43][C:40]1[CH:39]=[CH:38][C:37]([C:8]([C:5]2[CH:4]=[CH:3][C:2]([Cl:1])=[CH:7][CH:6]=2)([OH:36])[CH2:9][NH:10][C:11]2[N:19]=[C:18]([N:54]3[CH2:55][CH2:56][C@@H:52]([NH:51][C:44]([O:46][C:47]([CH3:50])([CH3:49])[CH3:48])=[O:45])[CH2:53]3)[N:17]=[C:16]3[C:12]=2[N:13]=[CH:14][N:15]3[C@@H:21]2[CH2:25][C@H:24]([NH:26][C:27]([CH2:29][O:30][C:31](=[O:33])[CH3:32])=[O:28])[C@@H:23]([OH:34])[C@H:22]2[OH:35])=[CH:42][CH:41]=1. (5) Given the reactants ClC(N(C)C)=C(C)C.[N:9]1([C:13]([C:15]2[N:20]=[CH:19][C:18]([O:21][C:22]3[CH:23]=[C:24]([CH:28]=[C:29]([O:31][C@H:32]4[CH2:36][CH2:35][N:34]([CH3:37])[C:33]4=[O:38])[CH:30]=3)[C:25](O)=[O:26])=[CH:17][CH:16]=2)=[O:14])[CH2:12][CH2:11][CH2:10]1.[NH2:39][C:40]1[CH:45]=[CH:44][CH:43]=[CH:42][N:41]=1.N1C=CC=CC=1, predict the reaction product. The product is: [N:9]1([C:13]([C:15]2[N:20]=[CH:19][C:18]([O:21][C:22]3[CH:23]=[C:24]([CH:28]=[C:29]([O:31][C@H:32]4[CH2:36][CH2:35][N:34]([CH3:37])[C:33]4=[O:38])[CH:30]=3)[C:25]([NH:39][C:40]3[CH:45]=[CH:44][CH:43]=[CH:42][N:41]=3)=[O:26])=[CH:17][CH:16]=2)=[O:14])[CH2:12][CH2:11][CH2:10]1.